From a dataset of Reaction yield outcomes from USPTO patents with 853,638 reactions. Predict the reaction yield, written as a fraction of the theoretical maximum amount of product (1.0 means a 100% yield; for example, 0.34 means a 34% yield). (1) The reactants are [N:1]1([CH2:7][C:8]2[CH:13]=[CH:12][C:11]([CH2:14][N:15]3[CH2:20][CH2:19][N:18]([C:21]4[C:26]([C:27]([O:29][CH:30]([CH3:32])[CH3:31])=[O:28])=[CH:25][CH:24]=[CH:23][N:22]=4)[CH2:17][CH2:16]3)=[CH:10][CH:9]=2)[CH2:6][CH2:5][NH:4][CH2:3][CH2:2]1.[Cl:33][C:34]1[CH:41]=[CH:40][CH:39]=[C:38]([F:42])[C:35]=1[CH:36]=O.CC(O)=O.[BH-](OC(C)=O)(OC(C)=O)OC(C)=O.[Na+]. The catalyst is ClCCl.O. The product is [Cl:33][C:34]1[CH:41]=[CH:40][CH:39]=[C:38]([F:42])[C:35]=1[CH2:36][N:4]1[CH2:5][CH2:6][N:1]([CH2:7][C:8]2[CH:13]=[CH:12][C:11]([CH2:14][N:15]3[CH2:16][CH2:17][N:18]([C:21]4[C:26]([C:27]([O:29][CH:30]([CH3:32])[CH3:31])=[O:28])=[CH:25][CH:24]=[CH:23][N:22]=4)[CH2:19][CH2:20]3)=[CH:10][CH:9]=2)[CH2:2][CH2:3]1. The yield is 0.460. (2) The reactants are [OH:1][CH2:2][C@H:3]1[CH2:7][CH2:6][CH2:5][N:4]1[C:8]1[C:17]2[C:12](=[CH:13][CH:14]=[C:15]([C:18]([OH:20])=O)[CH:16]=2)[N:11]=[C:10]([C:21]([F:24])([F:23])[F:22])[CH:9]=1.F[P-](F)(F)(F)(F)F.C[N+](C)=C(N(C)C)ON1C2N=CC=CC=2N=N1.C(N(CC)C(C)C)(C)C.Cl.[NH2:59][C@@H:60]([C:62]1[C:67]([F:68])=[CH:66][C:65]([NH:69][S:70]([CH3:73])(=[O:72])=[O:71])=[C:64]([CH3:74])[CH:63]=1)[CH3:61].C([O-])(O)=O.[Na+]. The catalyst is CN(C)C1C=CN=CC=1.CN(C)C=O. The product is [F:68][C:67]1[CH:66]=[C:65]([NH:69][S:70]([CH3:73])(=[O:72])=[O:71])[C:64]([CH3:74])=[CH:63][C:62]=1[C@H:60]([NH:59][C:18]([C:15]1[CH:16]=[C:17]2[C:12](=[CH:13][CH:14]=1)[N:11]=[C:10]([C:21]([F:23])([F:24])[F:22])[CH:9]=[C:8]2[N:4]1[CH2:5][CH2:6][CH2:7][C@@H:3]1[CH2:2][OH:1])=[O:20])[CH3:61]. The yield is 0.300. (3) The reactants are [N+:1]([C:4]1[CH:8]=[CH:7][NH:6][N:5]=1)([O-:3])=[O:2].[H-].[Na+].[C:11]([O:15][C:16](=[O:26])[NH:17][C:18]1[CH:23]=[CH:22][CH:21]=[C:20]([CH2:24]Br)[CH:19]=1)([CH3:14])([CH3:13])[CH3:12]. The catalyst is CN(C)C=O.C(OCC)(=O)C. The product is [C:11]([O:15][C:16](=[O:26])[NH:17][C:18]1[CH:23]=[CH:22][CH:21]=[C:20]([CH2:24][N:6]2[CH:7]=[CH:8][C:4]([N+:1]([O-:3])=[O:2])=[N:5]2)[CH:19]=1)([CH3:14])([CH3:13])[CH3:12]. The yield is 0.470. (4) The reactants are [CH2:1]([C:3]1[CH:4]=[C:5]2[C:9](=[CH:10][C:11]=1[N+:12]([O-])=O)[NH:8][CH:7]=[CH:6]2)[CH3:2]. The catalyst is [Ni]. The product is [CH2:1]([C:3]1[CH:4]=[C:5]2[C:9](=[CH:10][C:11]=1[NH2:12])[NH:8][CH:7]=[CH:6]2)[CH3:2]. The yield is 0.480. (5) The reactants are C[Si]([C:5]#[C:6][C:7]1[CH:12]=[CH:11][C:10]([CH2:13][C:14]([NH:16][NH:17][C:18]([O:20][C:21]([CH3:24])([CH3:23])[CH3:22])=[O:19])=[O:15])=[CH:9][CH:8]=1)(C)C.[F-].C([N+](CCCC)(CCCC)CCCC)CCC. The catalyst is O1CCCC1. The product is [C:6]([C:7]1[CH:12]=[CH:11][C:10]([CH2:13][C:14]([NH:16][NH:17][C:18]([O:20][C:21]([CH3:24])([CH3:23])[CH3:22])=[O:19])=[O:15])=[CH:9][CH:8]=1)#[CH:5]. The yield is 0.960. (6) The reactants are O1CCCC1.[S:6]([CH2:9][CH2:10][CH2:11][CH2:12][CH2:13][O:14][C:15]1[CH:20]=[C:19]([S:21][CH2:22][C:23]([F:26])([F:25])[F:24])[C:18]([Cl:27])=[CH:17][C:16]=1[F:28])C#N.[F:29][C:30]([Si](C)(C)C)([F:32])[F:31].[F-].C([N+](CCCC)(CCCC)CCCC)CCC. The catalyst is C(OCC)(=O)C. The product is [F:29][C:30]([F:32])([F:31])[S:6][CH2:9][CH2:10][CH2:11][CH2:12][CH2:13][O:14][C:15]1[CH:20]=[C:19]([S:21][CH2:22][C:23]([F:26])([F:24])[F:25])[C:18]([Cl:27])=[CH:17][C:16]=1[F:28]. The yield is 0.600.